From a dataset of Reaction yield outcomes from USPTO patents with 853,638 reactions. Predict the reaction yield, written as a fraction of the theoretical maximum amount of product (1.0 means a 100% yield; for example, 0.34 means a 34% yield). (1) The reactants are C([Li])CCC.[F:6][C:7]1[CH:12]=[CH:11][C:10]([C:13]2[NH:14][CH:15]=[CH:16][C:17]=2[C:18]2[CH:23]=[CH:22][N:21]=[CH:20][CH:19]=2)=[CH:9][CH:8]=1.O([Si:32]([CH:39]([CH3:41])[CH3:40])([CH:36]([CH3:38])[CH3:37])[CH:33]([CH3:35])[CH3:34])S(C(F)(F)F)(=O)=O. The catalyst is CCCCCC.O1CCCC1. The product is [F:6][C:7]1[CH:8]=[CH:9][C:10]([C:13]2[N:14]([Si:32]([CH:39]([CH3:41])[CH3:40])([CH:36]([CH3:38])[CH3:37])[CH:33]([CH3:35])[CH3:34])[CH:15]=[CH:16][C:17]=2[C:18]2[CH:23]=[CH:22][N:21]=[CH:20][CH:19]=2)=[CH:11][CH:12]=1. The yield is 1.00. (2) The reactants are Br[C:2]1[CH:7]=[CH:6][C:5]([N:8]2[C:13]([CH3:14])=[CH:12][C:11](=[O:15])[N:10]=[C:9]2[CH2:16][C@@H:17]2[CH2:21][CH2:20][N:19]([C:22]([CH:24]3[CH2:26][CH2:25]3)=[O:23])[CH2:18]2)=[CH:4][CH:3]=1.Br[C:28]1[CH:33]=[CH:32][C:31]([N:34]2[C:39](=[O:40])[CH:38]=[C:37]([CH3:41])[N:36]=[C:35]2[CH2:42][C@@H:43]2[CH2:47][CH2:46][N:45]([C:48]([CH:50]3[CH2:52][CH2:51]3)=[O:49])[CH2:44]2)=[CH:30][CH:29]=1.CC1(C)C(C)(C)OB([C:61]2[CH:62]=[C:63]3[C:67](=[CH:68][CH:69]=2)[NH:66][CH:65]=[CH:64]3)O1.C(=O)([O-])[O-].[K+].[K+]. The catalyst is O1CCOCC1.O.C1C=CC([P]([Pd]([P](C2C=CC=CC=2)(C2C=CC=CC=2)C2C=CC=CC=2)([P](C2C=CC=CC=2)(C2C=CC=CC=2)C2C=CC=CC=2)[P](C2C=CC=CC=2)(C2C=CC=CC=2)C2C=CC=CC=2)(C2C=CC=CC=2)C2C=CC=CC=2)=CC=1. The product is [CH:24]1([C:22]([N:19]2[CH2:20][CH2:21][C@@H:17]([CH2:16][C:9]3[N:8]([C:5]4[CH:6]=[CH:7][C:2]([C:33]5[CH:32]=[C:31]6[C:30]([CH:38]=[CH:39][NH:34]6)=[CH:29][CH:28]=5)=[CH:3][CH:4]=4)[C:13]([CH3:14])=[CH:12][C:11](=[O:15])[N:10]=3)[CH2:18]2)=[O:23])[CH2:26][CH2:25]1.[CH:50]1([C:48]([N:45]2[CH2:46][CH2:47][C@@H:43]([CH2:42][C:35]3[N:34]([C:31]4[CH:32]=[CH:33][C:28]([C:69]5[CH:68]=[C:67]6[C:63]([CH:64]=[CH:65][NH:66]6)=[CH:62][CH:61]=5)=[CH:29][CH:30]=4)[C:39](=[O:40])[CH:38]=[C:37]([CH3:41])[N:36]=3)[CH2:44]2)=[O:49])[CH2:52][CH2:51]1. The yield is 0.399. (3) The reactants are [Si]([O:8][C@H:9]1[C@H:13]([CH3:14])[N:12]([C:15]2[CH:22]=[CH:21][C:18]([C:19]#[N:20])=[C:17]([C:23]([F:26])([F:25])[F:24])[CH:16]=2)[C:11](=[O:27])[C:10]1([CH3:29])[CH3:28])(C(C)(C)C)(C)C.CO.Cl.O. The catalyst is O1CCCC1. The product is [OH:8][C@H:9]1[C@H:13]([CH3:14])[N:12]([C:15]2[CH:22]=[CH:21][C:18]([C:19]#[N:20])=[C:17]([C:23]([F:24])([F:25])[F:26])[CH:16]=2)[C:11](=[O:27])[C:10]1([CH3:28])[CH3:29]. The yield is 0.710. (4) The reactants are [N:1]1([CH2:7][C:8]2[CH:9]=[CH:10][C:11]([C:15]3[C:23]4[C:18](=[CH:19][CH:20]=[C:21]([C:24]5[S:25][CH:26]=[CH:27][CH:28]=5)[CH:22]=4)[NH:17][C:16]=3[OH:29])=[N+:12]([O-])[CH:13]=2)[CH2:6][CH2:5][O:4][CH2:3][CH2:2]1.P(Cl)(Cl)[Cl:31].Cl. The catalyst is C(Cl)(Cl)Cl.CO.C(OCC)C. The product is [ClH:31].[N:1]1([CH2:7][C:8]2[CH:9]=[CH:10][C:11]([C:15]3[C:23]4[C:18](=[CH:19][CH:20]=[C:21]([C:24]5[S:25][CH:26]=[CH:27][CH:28]=5)[CH:22]=4)[NH:17][C:16]=3[OH:29])=[N:12][CH:13]=2)[CH2:6][CH2:5][O:4][CH2:3][CH2:2]1. The yield is 0.0900.